This data is from Full USPTO retrosynthesis dataset with 1.9M reactions from patents (1976-2016). The task is: Predict the reactants needed to synthesize the given product. (1) Given the product [F:1][C:2]1[CH:47]=[CH:46][C:5]([C:6]([NH:8][C@:9]([C:35]2[CH:40]=[CH:39][C:38]([F:41])=[C:37]([C:42]([F:43])([F:44])[F:45])[CH:36]=2)([C:21]2[CH:26]=[C:25]([O:27][C:28]([F:33])([F:32])[CH:29]([F:30])[F:31])[CH:24]=[C:23]([F:34])[CH:22]=2)[CH2:10][C:11]2[CH:20]=[CH:19][C:14]([CH2:15][OH:16])=[CH:13][CH:12]=2)=[O:7])=[CH:4][C:3]=1[C:48]([F:51])([F:50])[F:49], predict the reactants needed to synthesize it. The reactants are: [F:1][C:2]1[CH:47]=[CH:46][C:5]([C:6]([NH:8][C@:9]([C:35]2[CH:40]=[CH:39][C:38]([F:41])=[C:37]([C:42]([F:45])([F:44])[F:43])[CH:36]=2)([C:21]2[CH:26]=[C:25]([O:27][C:28]([F:33])([F:32])[CH:29]([F:31])[F:30])[CH:24]=[C:23]([F:34])[CH:22]=2)[CH2:10][C:11]2[CH:20]=[CH:19][C:14]([C:15](OC)=[O:16])=[CH:13][CH:12]=2)=[O:7])=[CH:4][C:3]=1[C:48]([F:51])([F:50])[F:49].C([BH-](CC)CC)C.[Li+]. (2) Given the product [CH3:16][O:15][CH2:14][CH2:13][CH2:12][N:7]1[CH:8]=[C:3]([CH:1]=[O:2])[C:4](=[O:10])[N:5]([CH2:18][CH2:17][CH2:27][O:32][CH3:31])[C:6]1=[O:9], predict the reactants needed to synthesize it. The reactants are: [CH:1]([C:3]1[C:4](=[O:10])[NH:5][C:6](=[O:9])[NH:7][CH:8]=1)=[O:2].Br[CH2:12][CH2:13][CH2:14][O:15][CH3:16].[CH2:17]1[CH2:27]CN2C(=NCCC2)C[CH2:18]1.CN([CH:31]=[O:32])C. (3) Given the product [OH:45][C:42]([CH3:43])([CH3:44])[CH2:41][C@@:32]1([C:35]2[CH:40]=[CH:39][CH:38]=[CH:37][CH:36]=2)[O:31][C:30](=[O:46])[N:29]([C@H:27]([C:24]2[CH:25]=[CH:26][C:21]([CH:18]3[CH2:19][CH2:20][NH:15][CH2:16][CH2:17]3)=[CH:22][CH:23]=2)[CH3:28])[CH2:34][CH2:33]1, predict the reactants needed to synthesize it. The reactants are: FC(F)(F)C(O)=O.C(OC([N:15]1[CH2:20][CH2:19][CH:18]([C:21]2[CH:26]=[CH:25][C:24]([C@@H:27]([N:29]3[CH2:34][CH2:33][C@:32]([CH2:41][C:42]([OH:45])([CH3:44])[CH3:43])([C:35]4[CH:40]=[CH:39][CH:38]=[CH:37][CH:36]=4)[O:31][C:30]3=[O:46])[CH3:28])=[CH:23][CH:22]=2)[CH2:17][CH2:16]1)=O)(C)(C)C.C([O-])(O)=O.[Na+]. (4) Given the product [CH3:36][O:35][C:28]1[CH:29]=[C:30]([O:33][CH3:34])[CH:31]=[CH:32][C:27]=1[CH2:26][N:25]1[C:20]([C:16]2[CH:17]=[C:18]3[C:13](=[CH:14][CH:15]=2)[N:12]([CH3:44])[C:11]([CH2:10][CH2:9][OH:8])=[CH:19]3)=[C:21]([CH2:42][CH3:43])[CH:22]=[C:23]([C:38]([O:40][CH3:41])=[O:39])[C:24]1=[O:37], predict the reactants needed to synthesize it. The reactants are: [Si]([O:8][CH2:9][CH2:10][C:11]1[N:12]([CH3:44])[C:13]2[C:18]([CH:19]=1)=[CH:17][C:16]([C:20]1[N:25]([CH2:26][C:27]3[CH:32]=[CH:31][C:30]([O:33][CH3:34])=[CH:29][C:28]=3[O:35][CH3:36])[C:24](=[O:37])[C:23]([C:38]([O:40][CH3:41])=[O:39])=[CH:22][C:21]=1[CH2:42][CH3:43])=[CH:15][CH:14]=2)(C(C)(C)C)(C)C.CCCC[N+](CCCC)(CCCC)CCCC.[F-]. (5) Given the product [CH3:1][N:2]([CH3:10])[C:3]1[CH:8]=[CH:7][CH:6]=[CH:5][C:4]=1[NH:9][C:24](=[O:25])[CH2:23][CH2:22][CH2:21][CH2:20][C:17]1[CH:18]=[CH:19][C:14]([N+:11]([O-:13])=[O:12])=[CH:15][CH:16]=1, predict the reactants needed to synthesize it. The reactants are: [CH3:1][N:2]([CH3:10])[C:3]1[C:4]([NH2:9])=[CH:5][CH:6]=[CH:7][CH:8]=1.[N+:11]([C:14]1[CH:19]=[CH:18][C:17]([CH2:20][CH2:21][CH2:22][CH2:23][C:24](O)=[O:25])=[CH:16][CH:15]=1)([O-:13])=[O:12]. (6) Given the product [Br-:10].[NH2:19][N:20]1[CH2:24][NH+:23]([CH2:9][C:8]2[CH:7]=[C:6]([C:3]([CH3:5])([C:1]#[N:2])[CH3:4])[CH:13]=[C:12]([C:14]([C:16]#[N:17])([CH3:18])[CH3:15])[CH:11]=2)[N:22]=[CH:21]1, predict the reactants needed to synthesize it. The reactants are: [C:1]([C:3]([C:6]1[CH:7]=[C:8]([CH:11]=[C:12]([C:14]([CH3:18])([C:16]#[N:17])[CH3:15])[CH:13]=1)[CH2:9][Br:10])([CH3:5])[CH3:4])#[N:2].[NH2:19][N:20]1[CH:24]=[N:23][N:22]=[CH:21]1. (7) Given the product [CH3:24][O:25][C:26](=[O:37])[C:27]1[CH:32]=[CH:31][C:30]([CH3:33])=[C:29]([NH:34][C:35]([N:17]([C:16]2[N:8]([C:5]3[CH:6]=[CH:7][C:2]([Cl:1])=[CH:3][CH:4]=3)[N:9]=[C:10]3[C:15]=2[CH:14]=[CH:13][CH:12]=[CH:11]3)[CH:18]2[CH2:23][CH2:22][CH2:21][CH2:20][CH2:19]2)=[O:36])[CH:28]=1, predict the reactants needed to synthesize it. The reactants are: [Cl:1][C:2]1[CH:7]=[CH:6][C:5]([N:8]2[C:16]([NH:17][CH:18]3[CH2:23][CH2:22][CH2:21][CH2:20][CH2:19]3)=[C:15]3[C:10]([CH:11]=[CH:12][CH:13]=[CH:14]3)=[N:9]2)=[CH:4][CH:3]=1.[CH3:24][O:25][C:26](=[O:37])[C:27]1[CH:32]=[CH:31][C:30]([CH3:33])=[C:29]([N:34]=[C:35]=[O:36])[CH:28]=1.CCN(CC)CC.